From a dataset of Experimentally validated miRNA-target interactions with 360,000+ pairs, plus equal number of negative samples. Binary Classification. Given a miRNA mature sequence and a target amino acid sequence, predict their likelihood of interaction. (1) The miRNA is hsa-miR-4314 with sequence CUCUGGGAAAUGGGACAG. The protein sequence of the target gene is MAREDSVKCLRCLLYALNLLFWLMSISVLAVSAWMRDYLNNVLTLTAETRVEEAVILTYFPVVHPVMIAVCCFLIIVGMLGYCGTVKRNLLLLAWYFGTLLVIFCVELACGVWTYEQEVMVPVQWSDMVTLKARMTNYGLPRYRWLTHAWNYFQREFKCCGVVYFTDWLEMTEMDWPPDSCCVREFPGCSKQAHQEDLSDLYQEGCGKKMYSFLRGTKQLQVLRFLGISIGVTQILAMILTITLLWALYYDRREPGTDQMLSLKNDTSQHLSCHSVELLKPSLSRIFEHTSMANSFNTHF.... Result: 0 (no interaction). (2) The miRNA is hsa-miR-5588-3p with sequence AAGUCCCACUAAUGCCAGC. The protein sequence of the target gene is MAGSLPPCVVDCGTGYTKLGYAGNTEPQFIIPSCIAIRESAKVVDQAQRRVLRGVDDLDFFIGDEAIDKPTYATKWPIRHGIIEDWDLMERFMEQVVFKYLRAEPEDHYFLMTEPPLNTPENREYLAEIMFESFNVPGLYIAVQAVLALAASWTSRQVGERTLTGIVIDSGDGVTHVIPVAEGYVIGSCIKHIPIAGRDITYFIQQLLREREVGIPPEQSLETAKAIKEKYCYICPDIVKEFAKYDVDPRKWIKQYTGINAINQKKFVIDVGYERFLGPEIFFHPEFANPDFMESISDVV.... Result: 0 (no interaction). (3) The miRNA is mmu-miR-139-5p with sequence UCUACAGUGCACGUGUCUCCAG. The protein sequence of the target gene is MSPENLSDCNNSVKDFDQHPELTIRQCVHREKPYKQEECDDSACDQHLRVHKGGMPYECKDCGKAFKYRSVLYQHRIIHTAARPYKCKECGKAFKRSRNLAQHQVTHKREKPHKCEECGRAFSALSVLTQHRITHTGEKPFKCKECGRAFKYNSTLTQHEVIHTEAKPYRCQECGKAFKRSHTLSQHQVIHKGEKPHKCDECGRAFSKHSSLTQHQVIHTGEKPYQCRECGKAFRYQSTLTRHHIVHTGAKPYKCPECDKAFNNSSTLSRHQIIHTGEKPYKCQECGRAFYCSSFLIQHM.... Result: 1 (interaction). (4) The miRNA is mmu-miR-141-3p with sequence UAACACUGUCUGGUAAAGAUGG. The protein sequence of the target gene is MTAGTVVITGGILATVILLCIIAVLCYCRLQYYCCKKGTDGEDAEEEEEEEEHGLSIHPRVPACNACSSHVLDGRGGLAPLTSESCSQPCGVASHCTTCSPYRTPFYIRTADMVPNGGGGERLSFAPTHYKEGGTPSLKLAAPQNYPVTWPSSGHEAFTNPRAISTDV. Result: 0 (no interaction).